This data is from HIV replication inhibition screening data with 41,000+ compounds from the AIDS Antiviral Screen. The task is: Binary Classification. Given a drug SMILES string, predict its activity (active/inactive) in a high-throughput screening assay against a specified biological target. (1) The molecule is CC1=CC(=O)CC2(C)CCC3CC12OC3(C)C. The result is 0 (inactive). (2) The molecule is C=C1CC2CC(C)CC(O)C2(CCCN)C1O. The result is 0 (inactive). (3) The drug is C=C1C(=O)OC2CC(C)C3C(OC(C)=O)CC(OC(C)=O)C3(C)CC12. The result is 0 (inactive). (4) The molecule is O=C1CN2C(=O)Nc3ccccc3C2=N1. The result is 0 (inactive). (5) The drug is C1=[N+]2c3ccccc3[SH+][Co-4]234([O+]=C1c1ccco1)[O+]=C(c1ccco1)C=[N+]3c1ccccc1[SH+]4. The result is 0 (inactive). (6) The compound is COc1cc2c(=O)c3ccccc3oc2c(O)c1OC. The result is 0 (inactive). (7) The compound is COC(=O)c1ccccc1C=C1Cc2c(C)c3c(c(C)c2C1=O)CCC3. The result is 0 (inactive). (8) The molecule is CCSc1nc(N)c2c(-c3ccccc3)c3c(nc2n1)CCC3. The result is 0 (inactive).